Dataset: Reaction yield outcomes from USPTO patents with 853,638 reactions. Task: Predict the reaction yield, written as a fraction of the theoretical maximum amount of product (1.0 means a 100% yield; for example, 0.34 means a 34% yield). (1) The reactants are [NH2:1][CH:2]1[CH2:11][C:10]2[C:9]([C:12]([NH2:14])=[O:13])=[CH:8][CH:7]=[C:6]([F:15])[C:5]=2[O:4][CH2:3]1.C(N(CC)C(C)C)(C)C.Br[CH2:26][CH2:27][CH2:28][C:29]1[C:37]2[C:32](=[CH:33][CH:34]=[C:35]([C:38]#[N:39])[CH:36]=2)[NH:31][CH:30]=1. The catalyst is CS(C)=O.O. The product is [C:38]([C:35]1[CH:36]=[C:37]2[C:32](=[CH:33][CH:34]=1)[NH:31][CH:30]=[C:29]2[CH2:28][CH2:27][CH2:26][NH:1][CH:2]1[CH2:11][C:10]2[C:9]([C:12]([NH2:14])=[O:13])=[CH:8][CH:7]=[C:6]([F:15])[C:5]=2[O:4][CH2:3]1)#[N:39]. The yield is 0.470. (2) The reactants are [CH:1]1[CH:2]=[CH:3][C:4]([C:7]2[N:8]=[C:9](Cl)[CH:10]=[C:11]([Cl:13])[N:12]=2)=[CH:5][CH:6]=1.[NH2:15][C:16]1[CH:20]=[C:19]([CH3:21])[NH:18][N:17]=1.C(N(CC)C(C)C)(C)C.[I-].[Na+]. The catalyst is C(O)CCC. The product is [Cl:13][C:11]1[N:12]=[C:7]([C:4]2[CH:5]=[CH:6][CH:1]=[CH:2][CH:3]=2)[N:8]=[C:9]([NH:15][C:16]2[NH:17][N:18]=[C:19]([CH3:21])[CH:20]=2)[CH:10]=1. The yield is 0.290. (3) The reactants are C([O-])([O-])=O.[K+].[K+].[SH:7][C:8]1[CH:17]=[CH:16][C:11]([C:12]([O:14][CH3:15])=[O:13])=[CH:10][CH:9]=1.Br[CH2:19][CH:20]([CH3:22])[CH3:21]. The catalyst is CN(C=O)C. The product is [CH2:19]([S:7][C:8]1[CH:9]=[CH:10][C:11]([C:12]([O:14][CH3:15])=[O:13])=[CH:16][CH:17]=1)[CH:20]([CH3:22])[CH3:21]. The yield is 0.820. (4) The reactants are [N+:1]([C:4]1[CH:9]=[CH:8][C:7]([S:10]([O:13][CH2:14][C:15]([CH3:32])([C:17]2[O:21][N:20]=[C:19]([NH:22]C(OC3C=CC=CC=3)=O)[CH:18]=2)[CH3:16])(=[O:12])=[O:11])=[CH:6][CH:5]=1)([O-:3])=[O:2].[O-2].[Mg+2].O1CCOCC1. The catalyst is O. The product is [N+:1]([C:4]1[CH:9]=[CH:8][C:7]([S:10]([O:13][CH2:14][C:15]([C:17]2[O:21][N:20]=[C:19]([NH2:22])[CH:18]=2)([CH3:16])[CH3:32])(=[O:11])=[O:12])=[CH:6][CH:5]=1)([O-:3])=[O:2]. The yield is 0.690. (5) The reactants are C[O:2][C:3](=O)[C:4]1[CH:9]=[C:8]([O:10][Si:11]([C:14]([CH3:17])([CH3:16])[CH3:15])([CH3:13])[CH3:12])[CH:7]=[CH:6][C:5]=1[O:18][CH2:19][CH:20]([CH3:22])[CH3:21].CC(C[AlH]CC(C)C)C.[C@H](O)(C([O-])=O)[C@@H](O)C([O-])=O.[Na+].[K+].Cl. The catalyst is C1(C)C=CC=CC=1. The product is [C:14]([Si:11]([CH3:12])([CH3:13])[O:10][C:8]1[CH:7]=[CH:6][C:5]([O:18][CH2:19][CH:20]([CH3:21])[CH3:22])=[C:4]([CH2:3][OH:2])[CH:9]=1)([CH3:16])([CH3:17])[CH3:15]. The yield is 0.550. (6) The reactants are [CH2:1]([O:3][C:4]([C:6]1[CH:7]=[N:8][N:9]([C:11]2[N:15]([CH2:16][O:17][CH2:18][CH2:19][O:20][CH3:21])[C:14]3[CH:22]=[C:23]([Cl:27])[C:24]([NH2:26])=[CH:25][C:13]=3[N:12]=2)[CH:10]=1)=[O:5])[CH3:2].N[C:29]1C(Cl)=CC2NC(N3C=C(C(O)=O)C=N3)=NC=2[CH:30]=1.C(=O)CC.C(O[BH-](OC(=O)C)OC(=O)C)(=O)C.[Na+].C(O)(=O)C. The catalyst is C1COCC1. The product is [CH2:1]([O:3][C:4]([C:6]1[CH:7]=[N:8][N:9]([C:11]2[N:15]([CH2:16][O:17][CH2:18][CH2:19][O:20][CH3:21])[C:14]3[CH:22]=[C:23]([Cl:27])[C:24]([NH:26][CH2:29][CH3:30])=[CH:25][C:13]=3[N:12]=2)[CH:10]=1)=[O:5])[CH3:2]. The yield is 0.540. (7) The reactants are [CH2:1]([N:8]1[C:17]2[C:12](=[CH:13][CH:14]=[CH:15][N:16]=2)[C:11]([OH:18])=[C:10]([C:19](OCC)=[O:20])[C:9]1=[O:24])[C:2]1[CH:7]=[CH:6][CH:5]=[CH:4][CH:3]=1.[NH2:25][C:26]1[CH:31]=[CH:30][C:29]([Br:32])=[CH:28][C:27]=1[S:33]([NH2:36])(=[O:35])=[O:34]. The catalyst is C1(C)C=CC=CC=1. The product is [NH2:36][S:33]([C:27]1[CH:28]=[C:29]([Br:32])[CH:30]=[CH:31][C:26]=1[NH:25][C:19]([C:10]1[C:9](=[O:24])[N:8]([CH2:1][C:2]2[CH:7]=[CH:6][CH:5]=[CH:4][CH:3]=2)[C:17]2[C:12]([C:11]=1[OH:18])=[CH:13][CH:14]=[CH:15][N:16]=2)=[O:20])(=[O:35])=[O:34]. The yield is 0.700.